Dataset: Forward reaction prediction with 1.9M reactions from USPTO patents (1976-2016). Task: Predict the product of the given reaction. (1) The product is: [Cl:1][C:2]1[CH:11]=[C:10]([C:12](=[O:14])[CH3:13])[C:9]([N:15]2[CH2:16][CH2:17][N:18]([C:22]([C:23]3[CH:24]=[N:25][CH:26]=[CH:27][CH:28]=3)=[O:29])[CH2:19][CH2:20]2)=[C:8]2[C:3]=1[CH:4]=[CH:5][CH:6]=[N:7]2. Given the reactants [Cl:1][C:2]1[CH:11]=[C:10]([C:12](=[O:14])[CH3:13])[C:9]([N:15]2[CH2:20][CH2:19][NH:18][CH2:17][CH2:16]2)=[C:8]2[C:3]=1[CH:4]=[CH:5][CH:6]=[N:7]2.Cl.[C:22](Cl)(=[O:29])[C:23]1[CH:28]=[CH:27][CH:26]=[N:25][CH:24]=1.C(N(CC)CC)C, predict the reaction product. (2) Given the reactants Cl.[CH3:2][O:3][C:4](=[O:15])[C@@H:5]([NH2:14])[CH2:6][C:7]1[CH:12]=[CH:11][C:10]([Br:13])=[CH:9][CH:8]=1.[NH2:16][C:17]1[CH:25]=[CH:24][C:20]([C:21](O)=[O:22])=[CH:19][CH:18]=1.Cl, predict the reaction product. The product is: [CH3:2][O:3][C:4](=[O:15])[C@@H:5]([NH:14][C:21](=[O:22])[C:20]1[CH:24]=[CH:25][C:17]([NH2:16])=[CH:18][CH:19]=1)[CH2:6][C:7]1[CH:12]=[CH:11][C:10]([Br:13])=[CH:9][CH:8]=1. (3) Given the reactants C([O:8][CH2:9][CH2:10][CH2:11][CH2:12][CH2:13][C:14]1[CH2:31][C@@:29]2([CH3:30])[C@@H:25]([CH2:26][CH2:27][C@@H:28]2[O:32][Si:33]([C:36]([CH3:39])([CH3:38])[CH3:37])([CH3:35])[CH3:34])[C@@:24]2([CH:40]=[O:41])[C:15]=1[C:16]1[CH:17]=[CH:18][C:19]([O:42][CH3:43])=[CH:20][C:21]=1[CH2:22][CH2:23]2)C1C=CC=CC=1, predict the reaction product. The product is: [Si:33]([O:32][C@H:28]1[CH2:27][CH2:26][C@H:25]2[C@@:24]3([CH:40]=[O:41])[C@H:15]([C@@H:14]([CH2:13][CH2:12][CH2:11][CH2:10][CH2:9][OH:8])[CH2:31][C@:29]12[CH3:30])[C:16]1[CH:17]=[CH:18][C:19]([O:42][CH3:43])=[CH:20][C:21]=1[CH2:22][CH2:23]3)([C:36]([CH3:39])([CH3:38])[CH3:37])([CH3:35])[CH3:34]. (4) Given the reactants Cl[C:2]1[C:7]([C:8]([O:10][CH2:11][CH3:12])=[O:9])=[C:6]([Cl:13])[N:5]=[CH:4][N:3]=1.Cl.[CH2:15]([O:22][NH2:23])[C:16]1[CH:21]=[CH:20][CH:19]=[CH:18][CH:17]=1.C(N(CC)CC)C, predict the reaction product. The product is: [CH2:15]([O:22][NH:23][C:2]1[C:7]([C:8]([O:10][CH2:11][CH3:12])=[O:9])=[C:6]([Cl:13])[N:5]=[CH:4][N:3]=1)[C:16]1[CH:21]=[CH:20][CH:19]=[CH:18][CH:17]=1. (5) Given the reactants [F:1][C:2]1[CH:29]=[CH:28][C:5]([CH2:6][NH:7][C:8]([C:10]2([CH2:23][CH2:24][CH2:25][CH2:26]Br)[C:22]3[CH:21]=[CH:20][CH:19]=[CH:18][C:17]=3[C:16]3[C:11]2=[CH:12][CH:13]=[CH:14][CH:15]=3)=[O:9])=[CH:4][CH:3]=1.[N:30]1([C:36]2[CH:45]=[N:44][C:43]3[C:38](=[CH:39][CH:40]=[CH:41][CH:42]=3)[N:37]=2)[CH2:35][CH2:34][NH:33][CH2:32][CH2:31]1, predict the reaction product. The product is: [F:1][C:2]1[CH:29]=[CH:28][C:5]([CH2:6][NH:7][C:8]([C:10]2([CH2:23][CH2:24][CH2:25][CH2:26][N:33]3[CH2:34][CH2:35][N:30]([C:36]4[CH:45]=[N:44][C:43]5[C:38](=[CH:39][CH:40]=[CH:41][CH:42]=5)[N:37]=4)[CH2:31][CH2:32]3)[C:22]3[CH:21]=[CH:20][CH:19]=[CH:18][C:17]=3[C:16]3[C:11]2=[CH:12][CH:13]=[CH:14][CH:15]=3)=[O:9])=[CH:4][CH:3]=1.